Task: Predict the reaction yield, written as a fraction of the theoretical maximum amount of product (1.0 means a 100% yield; for example, 0.34 means a 34% yield).. Dataset: Reaction yield outcomes from USPTO patents with 853,638 reactions (1) The reactants are I[C:2]1[CH:7]=[CH:6][CH:5]=[CH:4][CH:3]=1.[C:8]1(B(O)O)[CH:13]=[CH:12][CH:11]=[CH:10][CH:9]=1.C([O-])([O-])=O.[Na+].[Na+]. The catalyst is O. The product is [C:2]1([C:8]2[CH:13]=[CH:12][CH:11]=[CH:10][CH:9]=2)[CH:7]=[CH:6][CH:5]=[CH:4][CH:3]=1. The yield is 1.00. (2) The reactants are [CH:1]1([N:5]2[CH2:11][CH2:10][CH2:9][N:8](C(OC(C)(C)C)=O)[CH2:7][CH2:6]2)[CH2:4][CH2:3][CH2:2]1.Cl.O1CCOCC1.CO. The catalyst is C(Cl)Cl. The product is [CH:1]1([N:5]2[CH2:11][CH2:10][CH2:9][NH:8][CH2:7][CH2:6]2)[CH2:4][CH2:3][CH2:2]1. The yield is 0.730. (3) The reactants are [C:1]([N:4]1[C:13]2[C:8](=[CH:9][C:10]([C:14]([O:16][CH2:17][CH3:18])=[O:15])=[CH:11][CH:12]=2)[C@H:7]([NH2:19])[C@@H:6]([CH3:20])[C@@H:5]1[CH:21]1[CH2:23][CH2:22]1)(=[O:3])[CH3:2].Br[C:25]1[CH:32]=[CH:31][C:28]([C:29]#[N:30])=[C:27]([CH3:33])[CH:26]=1.C([O-])([O-])=O.[Cs+].[Cs+]. The catalyst is C1(C)C=CC=CC=1.C1C=CC(/C=C/C(/C=C/C2C=CC=CC=2)=O)=CC=1.C1C=CC(/C=C/C(/C=C/C2C=CC=CC=2)=O)=CC=1.C1C=CC(/C=C/C(/C=C/C2C=CC=CC=2)=O)=CC=1.[Pd].[Pd].CC(P(C(C)(C)C)[C-]1C=CC=C1)(C)C.C1C=CC([C-]2C(C3C=CC=CC=3)=C(C3C=CC=CC=3)C(C3C=CC=CC=3)=C2C2C=CC=CC=2)=CC=1.[Fe+2]. The product is [C:1]([N:4]1[C:13]2[C:8](=[CH:9][C:10]([C:14]([O:16][CH2:17][CH3:18])=[O:15])=[CH:11][CH:12]=2)[C@H:7]([NH:19][C:25]2[CH:32]=[CH:31][C:28]([C:29]#[N:30])=[C:27]([CH3:33])[CH:26]=2)[C@@H:6]([CH3:20])[C@@H:5]1[CH:21]1[CH2:22][CH2:23]1)(=[O:3])[CH3:2]. The yield is 0.940. (4) The reactants are [NH2:1][C@@H:2]1[C:13](=[O:14])[O:12][C@H:11]([C:15]2[CH:20]=[CH:19][CH:18]=[CH:17][CH:16]=2)[C@H:10]([CH3:21])[N:9]([CH3:22])[C:8](=[O:23])[C@H:7]([CH2:24][C:25]([NH:27][CH2:28][C:29]2[CH:34]=[CH:33][C:32]([Cl:35])=[CH:31][CH:30]=2)=[O:26])[CH2:6][CH:5]=[CH:4][CH2:3]1.C(N(CC)CC)C.[C:43](OC(=O)C)(=[O:45])[CH3:44]. The catalyst is CN(C=O)C. The product is [C:43]([NH:1][C@@H:2]1[C:13](=[O:14])[O:12][C@H:11]([C:15]2[CH:16]=[CH:17][CH:18]=[CH:19][CH:20]=2)[C@H:10]([CH3:21])[N:9]([CH3:22])[C:8](=[O:23])[C@H:7]([CH2:24][C:25]([NH:27][CH2:28][C:29]2[CH:30]=[CH:31][C:32]([Cl:35])=[CH:33][CH:34]=2)=[O:26])[CH2:6][CH:5]=[CH:4][CH2:3]1)(=[O:45])[CH3:44]. The yield is 0.520. (5) The reactants are [CH:1]([C:3]1[CH:8]=[CH:7][C:6]([NH:9][N:10]2[C:18](=[O:19])[C:17]3[C:12](=[CH:13][CH:14]=[CH:15][CH:16]=3)[C:11]2=[O:20])=[CH:5][CH:4]=1)=[CH2:2].N1C=CC=CC=1C1C=CC=CN=1.Br[CH:34]([C:39]1[CH:40]=[C:41]([Cl:47])[C:42]([Cl:46])=[C:43]([Cl:45])[CH:44]=1)[C:35]([F:38])([F:37])[F:36]. The catalyst is ClC1C=CC=CC=1Cl.Cl[Cu]. The product is [F:38][C:35]([F:36])([F:37])[CH:34]([C:39]1[CH:40]=[C:41]([Cl:47])[C:42]([Cl:46])=[C:43]([Cl:45])[CH:44]=1)/[CH:2]=[CH:1]/[C:3]1[CH:4]=[CH:5][C:6]([NH:9][N:10]2[C:18](=[O:19])[C:17]3[C:12](=[CH:13][CH:14]=[CH:15][CH:16]=3)[C:11]2=[O:20])=[CH:7][CH:8]=1. The yield is 0.750. (6) The catalyst is C(Cl)Cl.CN(C)C1C=CN=CC=1. The reactants are [CH3:1][N:2]1[C:10]2[C:5](=[CH:6][CH:7]=[CH:8][CH:9]=2)[CH:4]=[C:3]1[C:11]([OH:13])=O.[NH2:14][C@H:15]([C:19]([NH:21][CH:22]([CH:31]([OH:34])[CH2:32][F:33])[CH2:23][C:24]([O:26][C:27]([CH3:30])([CH3:29])[CH3:28])=[O:25])=[O:20])[CH:16]([CH3:18])[CH3:17].Cl.CN(C)CCCN=C=NCC. The product is [CH3:1][N:2]1[C:10]2[C:5](=[CH:6][CH:7]=[CH:8][CH:9]=2)[CH:4]=[C:3]1[C:11]([NH:14][C@H:15]([C:19]([NH:21][CH:22]([CH:31]([OH:34])[CH2:32][F:33])[CH2:23][C:24]([O:26][C:27]([CH3:28])([CH3:29])[CH3:30])=[O:25])=[O:20])[CH:16]([CH3:17])[CH3:18])=[O:13]. The yield is 0.650. (7) The reactants are [C:1]([O:8][CH3:9])(=[O:7])[CH2:2][CH2:3][C:4]([O-])=[O:5].C1N=CN(C(N2C=NC=C2)=O)C=1.O/[N:23]=[C:24](\[NH2:32])/[CH2:25][C:26]1[CH:31]=[CH:30][CH:29]=[CH:28][CH:27]=1. The catalyst is CN(C=O)C. The product is [CH2:25]([C:24]1[N:32]=[C:4]([CH2:3][CH2:2][C:1]([O:8][CH3:9])=[O:7])[O:5][N:23]=1)[C:26]1[CH:31]=[CH:30][CH:29]=[CH:28][CH:27]=1. The yield is 0.697.